The task is: Predict the product of the given reaction.. This data is from Forward reaction prediction with 1.9M reactions from USPTO patents (1976-2016). (1) Given the reactants [CH2:1]([NH:5][CH2:6][CH2:7][CH2:8][CH3:9])[CH2:2][CH2:3][CH3:4].C([Li:14])CCC.O1CCCC1, predict the reaction product. The product is: [CH2:1]([N:5]([Li:14])[CH2:6][CH2:7][CH2:8][CH3:9])[CH2:2][CH2:3][CH3:4]. (2) The product is: [ClH:14].[Br:1][C:2]1[CH:3]=[C:4]([CH:8]2[CH2:13][CH2:12][N:11]([CH3:18])[CH2:10][CH2:9]2)[CH:5]=[CH:6][CH:7]=1. Given the reactants [Br:1][C:2]1[CH:3]=[C:4]([CH:8]2[CH2:13][CH2:12][NH:11][CH2:10][CH2:9]2)[CH:5]=[CH:6][CH:7]=1.[ClH:14].C=O.O.[C:18](O)(=O)C.C([BH3-])#N.[Na+].[Cl-].[NH4+], predict the reaction product. (3) Given the reactants C(OC[C@@H](OC(C)(C)C)C1C(C2C=CC(Cl)=CC=2)=C2C(=CC=1C)N=C(N1CCOCC1)C=C2)(=[O:6])C(C)(C)C.[C:39]([O:43][C@@H:44]([C:47]1[C:48]([C:66]2[CH:71]=[CH:70][C:69]([Cl:72])=[CH:68][CH:67]=2)=[C:49]2[C:54](=[CH:55][C:56]=1[CH3:57])[N:53]=[C:52]([CH2:58][CH2:59][C:60]1[CH:65]=[CH:64][CH:63]=[CH:62][CH:61]=1)[CH:51]=[CH:50]2)[CH2:45][OH:46])([CH3:42])([CH3:41])[CH3:40], predict the reaction product. The product is: [C:39]([O:43][C@@H:44]([C:47]1[C:48]([C:66]2[CH:71]=[CH:70][C:69]([Cl:72])=[CH:68][CH:67]=2)=[C:49]2[C:54](=[CH:55][C:56]=1[CH3:57])[N:53]=[C:52]([CH2:58][CH2:59][C:60]1[CH:65]=[CH:64][CH:63]=[CH:62][CH:61]=1)[CH:51]=[CH:50]2)[C:45]([OH:6])=[O:46])([CH3:42])([CH3:40])[CH3:41]. (4) The product is: [CH2:1]([O:8][C:9]1[CH:14]=[CH:13][C:12]([O:15][CH2:31][CH2:30][C:20]2[N:21]=[C:22]([C:24]3[CH:29]=[CH:28][CH:27]=[CH:26][CH:25]=3)[O:23][C:19]=2[CH3:18])=[C:11]([CH:16]=[CH2:17])[CH:10]=1)[C:2]1[CH:3]=[CH:4][CH:5]=[CH:6][CH:7]=1. Given the reactants [CH2:1]([O:8][C:9]1[CH:14]=[CH:13][C:12]([OH:15])=[C:11]([CH:16]=[CH2:17])[CH:10]=1)[C:2]1[CH:7]=[CH:6][CH:5]=[CH:4][CH:3]=1.[CH3:18][C:19]1[O:23][C:22]([C:24]2[CH:29]=[CH:28][CH:27]=[CH:26][CH:25]=2)=[N:21][C:20]=1[CH2:30][CH2:31]OS(C1C=CC(C)=CC=1)(=O)=O.C(=O)([O-])[O-].[Cs+].[Cs+], predict the reaction product. (5) Given the reactants [F:1][C:2]1[CH:7]=[CH:6][C:5]([C:8]2[CH:12]=[C:11]([C:13]3[S:14][CH:15]=[CH:16][CH:17]=3)[NH:10][C:9]=2[C:18]([OH:20])=O)=[CH:4][CH:3]=1.Cl.[NH2:22][CH2:23][C:24]1[CH:33]=[CH:32][C:27]([C:28]([O:30][CH3:31])=[O:29])=[CH:26][N:25]=1, predict the reaction product. The product is: [F:1][C:2]1[CH:3]=[CH:4][C:5]([C:8]2[CH:12]=[C:11]([C:13]3[S:14][CH:15]=[CH:16][CH:17]=3)[NH:10][C:9]=2[C:18]([NH:22][CH2:23][C:24]2[CH:33]=[CH:32][C:27]([C:28]([O:30][CH3:31])=[O:29])=[CH:26][N:25]=2)=[O:20])=[CH:6][CH:7]=1. (6) Given the reactants [Br:1][C:2]1[CH:7]=[CH:6][CH:5]=[CH:4][C:3]=1[CH:8]([OH:11])[CH2:9][OH:10].N1C=CN=C1.[Si:17](Cl)([C:30]([CH3:33])([CH3:32])[CH3:31])([C:24]1[CH:29]=[CH:28][CH:27]=[CH:26][CH:25]=1)[C:18]1[CH:23]=[CH:22][CH:21]=[CH:20][CH:19]=1, predict the reaction product. The product is: [Br:1][C:2]1[CH:7]=[CH:6][CH:5]=[CH:4][C:3]=1[CH:8]([OH:11])[CH2:9][O:10][Si:17]([C:30]([CH3:33])([CH3:32])[CH3:31])([C:24]1[CH:25]=[CH:26][CH:27]=[CH:28][CH:29]=1)[C:18]1[CH:23]=[CH:22][CH:21]=[CH:20][CH:19]=1.